From a dataset of Reaction yield outcomes from USPTO patents with 853,638 reactions. Predict the reaction yield, written as a fraction of the theoretical maximum amount of product (1.0 means a 100% yield; for example, 0.34 means a 34% yield). The reactants are [CH3:1][N:2]1[C:10]2[C:5](=[CH:6][C:7]([CH2:11][C:12]3[N:16]4[N:17]=[C:18]([C:21](=O)[CH3:22])[CH:19]=[CH:20][C:15]4=[N:14][CH:13]=3)=[CH:8][CH:9]=2)[CH:4]=[N:3]1.Cl.[NH2:25][O:26][CH2:27][CH2:28][OH:29]. The catalyst is C1COCC1. The product is [OH:29][CH2:28][CH2:27][O:26]/[N:25]=[C:21](/[C:18]1[CH:19]=[CH:20][C:15]2[N:16]([C:12]([CH2:11][C:7]3[CH:6]=[C:5]4[C:10](=[CH:9][CH:8]=3)[N:2]([CH3:1])[N:3]=[CH:4]4)=[CH:13][N:14]=2)[N:17]=1)\[CH3:22]. The yield is 0.570.